This data is from Reaction yield outcomes from USPTO patents with 853,638 reactions. The task is: Predict the reaction yield, written as a fraction of the theoretical maximum amount of product (1.0 means a 100% yield; for example, 0.34 means a 34% yield). (1) The reactants are [CH2:1]([OH:8])[C:2]1[CH:7]=[CH:6][CH:5]=[CH:4][CH:3]=1.[H-].[Na+].F[C:12]1[CH:17]=[CH:16][C:15]([N+:18]([O-:20])=[O:19])=[C:14]([CH2:21][C:22](OC)([O:24]C)[CH3:23])[C:13]=1[F:28]. The catalyst is CC(N(C)C)=O.Cl. The product is [C:22]([CH2:21][C:14]1[C:13]([F:28])=[C:12]([O:8][CH2:1][C:2]2[CH:7]=[CH:6][CH:5]=[CH:4][CH:3]=2)[CH:17]=[CH:16][C:15]=1[N+:18]([O-:20])=[O:19])(=[O:24])[CH3:23]. The yield is 0.560. (2) The reactants are [N:1]1[CH:6]=[CH:5][CH:4]=[C:3]([C:7]2[CH:15]=[CH:14][CH:13]=[C:12]3[C:8]=2[C:9]([NH2:16])=[N:10][NH:11]3)[CH:2]=1.CC1(C)OC(=O)[CH:21]([C:25]([CH:27]2[CH2:32][CH2:31][N:30]([C:33]([O:35][C:36]([CH3:39])([CH3:38])[CH3:37])=[O:34])[CH2:29][CH2:28]2)=O)[C:20](=O)[O:19]1.P([O-])([O-])([O-])=O.[K+].[K+].[K+]. The catalyst is C(#N)C. The product is [O:19]=[C:20]1[CH:21]=[C:25]([CH:27]2[CH2:32][CH2:31][N:30]([C:33]([O:35][C:36]([CH3:39])([CH3:38])[CH3:37])=[O:34])[CH2:29][CH2:28]2)[N:10]2[N:11]=[C:12]3[C:8]([C:7]([C:3]4[CH:2]=[N:1][CH:6]=[CH:5][CH:4]=4)=[CH:15][CH:14]=[CH:13]3)=[C:9]2[NH:16]1. The yield is 0.470. (3) The catalyst is ClC1C=CC=CC=1. The reactants are [CH3:1][O:2][C:3]1[CH:20]=[CH:19][C:6]([C:7]([NH:9][C:10]2[CH:15]=[CH:14][C:13]([N+:16]([O-:18])=[O:17])=[CH:12][CH:11]=2)=O)=[CH:5][CH:4]=1.COC1C=CC(P2(SP(C3C=CC(OC)=CC=3)(=S)S2)=[S:30])=CC=1. The product is [CH3:1][O:2][C:3]1[CH:20]=[CH:19][C:6]([C:7]([NH:9][C:10]2[CH:15]=[CH:14][C:13]([N+:16]([O-:18])=[O:17])=[CH:12][CH:11]=2)=[S:30])=[CH:5][CH:4]=1. The yield is 0.774.